Dataset: Reaction yield outcomes from USPTO patents with 853,638 reactions. Task: Predict the reaction yield, written as a fraction of the theoretical maximum amount of product (1.0 means a 100% yield; for example, 0.34 means a 34% yield). The reactants are [CH2:1]1[C:6]2[NH:7][C:8]3[C:13]([C:5]=2[CH2:4][CH2:3][NH:2]1)=[CH:12][CH:11]=[CH:10][CH:9]=3.[CH2:14]([O:21][C:22](ON1C(=O)CCC1=O)=[O:23])[C:15]1[CH:20]=[CH:19][CH:18]=[CH:17][CH:16]=1.C(N(CC)CC)C.O. The catalyst is CN(C=O)C. The product is [CH2:14]([O:21][C:22]([N:2]1[CH2:3][CH2:4][C:5]2[C:13]3[C:8](=[CH:9][CH:10]=[CH:11][CH:12]=3)[NH:7][C:6]=2[CH2:1]1)=[O:23])[C:15]1[CH:20]=[CH:19][CH:18]=[CH:17][CH:16]=1. The yield is 0.970.